Task: Predict which catalyst facilitates the given reaction.. Dataset: Catalyst prediction with 721,799 reactions and 888 catalyst types from USPTO (1) Reactant: [S:1]1[C:5]2[CH:6]=[CH:7][CH:8]=[CH:9][C:4]=2[N:3]=[CH:2]1.[Li]CCCC.[C:15]1(=[O:20])[CH2:19][CH2:18][CH2:17][CH2:16]1.O. Product: [S:1]1[C:5]2[CH:6]=[CH:7][CH:8]=[CH:9][C:4]=2[N:3]=[C:2]1[C:15]1([OH:20])[CH2:19][CH2:18][CH2:17][CH2:16]1. The catalyst class is: 7. (2) Reactant: [C:1]1([P:7]([C:20]2C=CC=[CH:22][CH:21]=2)(=O)[O:8]C2C=CC=C3C=2N=CC=C3)[CH:6]=[CH:5][CH:4]=[CH:3][CH:2]=1.[CH:26]([N-:29]C(C)C)(C)[CH3:27].[Li+:33].[CH3:34][CH2:35][CH2:36][CH2:37][CH2:38][CH3:39].[CH2:40]1[CH2:44][O:43][CH2:42][CH2:41]1. Product: [C:36]1([P:7]([C:20]2[C:42]([O-:43])=[C:41]3[C:40]([CH:44]=[CH:27][CH:26]=[N:29]3)=[CH:22][CH:21]=2)([C:1]2[CH:6]=[CH:5][CH:4]=[CH:3][CH:2]=2)=[O:8])[CH:35]=[CH:34][CH:39]=[CH:38][CH:37]=1.[Li+:33]. The catalyst class is: 244.